From a dataset of Retrosynthesis with 50K atom-mapped reactions and 10 reaction types from USPTO. Predict the reactants needed to synthesize the given product. (1) Given the product CNC(=O)COc1cc(C#N)ccc1CNC(=O)c1cc(Cl)c(F)c(NC(C)=O)c1, predict the reactants needed to synthesize it. The reactants are: CC(=O)Cl.CNC(=O)COc1cc(C#N)ccc1CNC(=O)c1cc(N)c(F)c(Cl)c1. (2) The reactants are: CC(=O)Nc1cc(-c2ccc(F)cc2F)cc([N+](=O)[O-])c1. Given the product CC(=O)Nc1cc(N)cc(-c2ccc(F)cc2F)c1, predict the reactants needed to synthesize it. (3) The reactants are: CC(C)C[C@H](N)C(=O)OC1CCCC1.Cc1cc(C(=O)c2ccc(=O)n(-c3c(F)cc(OCCCOS(C)(=O)=O)cc3F)c2N)ccc1F. Given the product Cc1cc(C(=O)c2ccc(=O)n(-c3c(F)cc(OCCCN[C@@H](CC(C)C)C(=O)OC4CCCC4)cc3F)c2N)ccc1F, predict the reactants needed to synthesize it. (4) Given the product CC(C)(O)/C=C/c1ccc2nc(Nc3c(Cl)cc(-c4ccn[nH]4)cc3Cl)c3cc[nH]c(=O)c3c2c1, predict the reactants needed to synthesize it. The reactants are: CC(C)(O)/C=C/B(O)O.O=c1[nH]ccc2c(Nc3c(Cl)cc(-c4ccn[nH]4)cc3Cl)nc3ccc(Br)cc3c12. (5) The reactants are: CC(C)(O)c1nc2c(N3CCOCC3)nc(Cl)nc2[nH]1.CCCCBr. Given the product CCCCn1c(C(C)(C)O)nc2c(N3CCOCC3)nc(Cl)nc21, predict the reactants needed to synthesize it. (6) The reactants are: NCc1ccccc1Oc1ccc(Cl)cc1.O=C1CCN(C(=O)C2CCCC2)CC1. Given the product O=C(C1CCCC1)N1CCC(NCc2ccccc2Oc2ccc(Cl)cc2)CC1, predict the reactants needed to synthesize it.